Dataset: Catalyst prediction with 721,799 reactions and 888 catalyst types from USPTO. Task: Predict which catalyst facilitates the given reaction. (1) Reactant: [C:1]([C:3]1[CH:11]=[CH:10][C:6]([C:7]([OH:9])=O)=[CH:5][CH:4]=1)#[N:2].[NH:12]1[CH2:17][CH2:16][CH:15]([NH:18][C:19]([NH:21][C:22]2[CH:27]=[CH:26][C:25]([C:28]([F:31])([F:30])[F:29])=[CH:24][CH:23]=2)=[O:20])[CH2:14][CH2:13]1.Cl.CN(CCCN=C=NCC)C. Product: [C:1]([C:3]1[CH:4]=[CH:5][C:6]([C:7]([N:12]2[CH2:17][CH2:16][CH:15]([NH:18][C:19]([NH:21][C:22]3[CH:27]=[CH:26][C:25]([C:28]([F:29])([F:30])[F:31])=[CH:24][CH:23]=3)=[O:20])[CH2:14][CH2:13]2)=[O:9])=[CH:10][CH:11]=1)#[N:2]. The catalyst class is: 79. (2) Reactant: [F:1][C:2]([F:42])([C@H:35]1[CH2:40][CH2:39][C@H:38]([OH:41])[CH2:37][CH2:36]1)[O:3][C:4]1[CH:9]=[CH:8][C:7]([C:10]2[CH:15]=[CH:14][N:13]([CH2:16][CH2:17][C@@:18]([CH3:33])([S:29]([CH3:32])(=[O:31])=[O:30])[C:19]([NH:21][O:22]C3CCCCO3)=[O:20])[C:12](=[O:34])[CH:11]=2)=[CH:6][CH:5]=1.Cl.CO. Product: [F:42][C:2]([F:1])([C@H:35]1[CH2:36][CH2:37][C@H:38]([OH:41])[CH2:39][CH2:40]1)[O:3][C:4]1[CH:9]=[CH:8][C:7]([C:10]2[CH:15]=[CH:14][N:13]([CH2:16][CH2:17][C@@:18]([CH3:33])([S:29]([CH3:32])(=[O:31])=[O:30])[C:19]([NH:21][OH:22])=[O:20])[C:12](=[O:34])[CH:11]=2)=[CH:6][CH:5]=1. The catalyst class is: 269. (3) The catalyst class is: 33. Product: [CH3:1][O:2][C:3]([C:5]1[O:6][C:7]([C:10]2[CH:15]=[CH:14][CH:13]=[C:12]([NH:16][N:18]=[C:24]3[C:25](=[O:38])[N:26]([C:28]4[CH:37]=[CH:36][C:35]5[CH2:34][CH2:33][CH2:32][CH2:31][C:30]=5[CH:29]=4)[N:27]=[C:23]3[CH3:22])[C:11]=2[OH:17])=[CH:8][CH:9]=1)=[O:4]. Reactant: [CH3:1][O:2][C:3]([C:5]1[O:6][C:7]([C:10]2[CH:15]=[CH:14][CH:13]=[C:12]([NH2:16])[C:11]=2[OH:17])=[CH:8][CH:9]=1)=[O:4].[N:18]([O-])=O.[Na+].[CH3:22][C:23]1[CH2:24][C:25](=[O:38])[N:26]([C:28]2[CH:37]=[CH:36][C:35]3[CH2:34][CH2:33][CH2:32][CH2:31][C:30]=3[CH:29]=2)[N:27]=1.C(=O)(O)[O-].[Na+]. (4) Reactant: [CH3:1][C:2]1[CH:3]=[C:4]([CH2:8][CH2:9][CH2:10][OH:11])[CH:5]=[CH:6][CH:7]=1.[CH3:12][S:13](Cl)(=[O:15])=[O:14].CCN(CC)CC. Product: [C:2]1([CH3:1])[CH:7]=[CH:6][CH:5]=[C:4]([CH2:8][CH2:9][CH2:10][O:11][S:13]([CH3:12])(=[O:15])=[O:14])[CH:3]=1. The catalyst class is: 2. (5) The catalyst class is: 9. Reactant: [F:1][C:2]1[CH:3]=[C:4]([CH3:14])[C:5]2[O:9][C:8]([C:10]([NH2:12])=O)=[CH:7][C:6]=2[CH:13]=1.ClC1N=C(Cl)N=C(Cl)N=1. Product: [F:1][C:2]1[CH:3]=[C:4]([CH3:14])[C:5]2[O:9][C:8]([C:10]#[N:12])=[CH:7][C:6]=2[CH:13]=1. (6) Reactant: [Br:1][C:2]1[C:3](=[O:38])[N:4]([CH2:22][C@H:23]([NH:30]C(OC(C)(C)C)=O)[C:24]2[CH:29]=[CH:28][CH:27]=[CH:26][CH:25]=2)[C:5](=[O:21])[N:6]([CH2:9][C:10]2[C:15]([C:16]([F:19])([F:18])[F:17])=[CH:14][CH:13]=[CH:12][C:11]=2[F:20])[C:7]=1[CH3:8]. Product: [Br:1][C:2]1[C:3](=[O:38])[N:4]([CH2:22][C@H:23]([NH2:30])[C:24]2[CH:29]=[CH:28][CH:27]=[CH:26][CH:25]=2)[C:5](=[O:21])[N:6]([CH2:9][C:10]2[C:15]([C:16]([F:19])([F:18])[F:17])=[CH:14][CH:13]=[CH:12][C:11]=2[F:20])[C:7]=1[CH3:8]. The catalyst class is: 157. (7) Reactant: [O:1]=[C:2]1[C:10](=[O:11])[C:9]2[N:8]([CH2:12][CH2:13][P:14](=[O:17])([OH:16])[OH:15])[CH2:7][CH2:6][CH2:5][NH:4][C:3]1=2.C(N(CC)[CH:22]([CH3:24])[CH3:23])(C)C.Cl[CH2:28][O:29][C:30](=[O:37])[C:31]1[CH:36]=[CH:35][CH:34]=[CH:33][CH:32]=1. Product: [C:30]([O:29][CH2:28][O:17][P:14]([CH2:13][CH2:12][N:8]1[CH2:7][CH2:6][CH2:5][NH:4][C:3]2[C:2](=[O:1])[C:10](=[O:11])[C:9]1=2)(=[O:15])[O:16][CH2:28][O:29][C:30](=[O:37])[C:23]1[CH:22]=[CH:24][CH:36]=[CH:31][CH:32]=1)(=[O:37])[C:31]1[CH:36]=[CH:35][CH:34]=[CH:33][CH:32]=1. The catalyst class is: 3.